From a dataset of Catalyst prediction with 721,799 reactions and 888 catalyst types from USPTO. Predict which catalyst facilitates the given reaction. (1) Reactant: O[CH2:2][CH2:3][C:4]1[CH:5]=[CH:6][CH:7]=[C:8]2[C:12]=1[NH:11][CH:10]=[C:9]2[C:13](=[O:21])[CH2:14][C:15]1[CH:20]=[CH:19][CH:18]=[CH:17][CH:16]=1.[CH2:22]([N:24](CC)[CH2:25]C)C.S(Cl)(C)(=O)=O.CNC.C1COCC1. The catalyst class is: 4. Product: [CH3:22][N:24]([CH3:25])[CH2:2][CH2:3][C:4]1[CH:5]=[CH:6][CH:7]=[C:8]2[C:12]=1[NH:11][CH:10]=[C:9]2[C:13](=[O:21])[CH2:14][C:15]1[CH:20]=[CH:19][CH:18]=[CH:17][CH:16]=1. (2) Reactant: [F:1][C:2]1[CH:7]=[CH:6][C:5]([C:8]2[C:9](=[O:17])[C:10]([C:14]([OH:16])=[O:15])=CNC=2)=[CH:4][CH:3]=1.F[C:19]1C=CC(CC(Cl)=O)=C[CH:20]=1.CC1(C)OC(=O)CC(=O)O1.N1C=CC=CC=1. Product: [F:1][C:2]1[CH:3]=[CH:4][C:5]([CH2:8][C:9](=[O:17])[CH2:10][C:14]([O:16][CH2:19][CH3:20])=[O:15])=[CH:6][CH:7]=1. The catalyst class is: 8. (3) Reactant: Br[C:2]1[CH:7]=[C:6]([C:8]2[CH:13]=[CH:12][CH:11]=[CH:10][CH:9]=2)[CH:5]=[CH:4][N:3]=1.[NH2:14][C:15]1[CH:20]=[CH:19][CH:18]=[CH:17][N:16]=1.CC(C)([O-])C.[K+]. Product: [C:8]1([C:6]2[CH:5]=[CH:4][N:3]=[C:2]([NH:14][C:15]3[CH:20]=[CH:19][CH:18]=[CH:17][N:16]=3)[CH:7]=2)[CH:13]=[CH:12][CH:11]=[CH:10][CH:9]=1. The catalyst class is: 835. (4) Reactant: Cl.C(OC([N:9]1[CH2:13][CH2:12][C:11]([O:18][C:19]2[CH:24]=[CH:23][CH:22]=[CH:21][C:20]=2[C:25]([N:27]2[CH2:41][C:30]3=[C:31]4[N:36]([N:37]=[C:29]3[CH2:28]2)[C:35]([CH3:38])=[C:34]([Cl:39])[C:33]([CH3:40])=[N:32]4)=[O:26])([C:14]([F:17])([F:16])[F:15])[CH2:10]1)=O)(C)(C)C. Product: [Cl:39][C:34]1[C:33]([CH3:40])=[N:32][C:31]2[N:36]([N:37]=[C:29]3[CH2:28][N:27]([C:25]([C:20]4[CH:21]=[CH:22][CH:23]=[CH:24][C:19]=4[O:18][C:11]4([C:14]([F:16])([F:15])[F:17])[CH2:12][CH2:13][NH:9][CH2:10]4)=[O:26])[CH2:41][C:30]3=2)[C:35]=1[CH3:38]. The catalyst class is: 12. (5) Reactant: [CH3:1][O:2][C:3]1[C:8]([N+:9]([O-])=O)=[CH:7][C:6]([C:12]#[C:13][C:14]2[CH:15]=[N:16][C:17]([NH2:20])=[N:18][CH:19]=2)=[CH:5][CH:4]=1. Product: [NH2:9][C:8]1[C:3]([O:2][CH3:1])=[CH:4][CH:5]=[C:6]([C:12]#[C:13][C:14]2[CH:15]=[N:16][C:17]([NH2:20])=[N:18][CH:19]=2)[CH:7]=1. The catalyst class is: 180. (6) Reactant: [CH3:1][O:2][CH2:3][C:4]([NH:6][C:7]1[CH:12]=[C:11]([O:13][C:14]2[C:23]3[C:18](=[CH:19][CH:20]=[CH:21][CH:22]=3)[C:17]([N+:24]([O-])=O)=[CH:16][CH:15]=2)[CH:10]=[CH:9][N:8]=1)=[O:5].O. Product: [NH2:24][C:17]1[C:18]2[C:23](=[CH:22][CH:21]=[CH:20][CH:19]=2)[C:14]([O:13][C:11]2[CH:10]=[CH:9][N:8]=[C:7]([NH:6][C:4](=[O:5])[CH2:3][O:2][CH3:1])[CH:12]=2)=[CH:15][CH:16]=1. The catalyst class is: 394. (7) Reactant: [Si:1]([O:8][C:9]1[C:17]2[NH:16][C:15]([CH:18]([F:20])[F:19])=[N:14][C:13]=2[CH:12]=[CH:11][CH:10]=1)([C:4]([CH3:7])([CH3:6])[CH3:5])([CH3:3])[CH3:2].Cl[C:22]1[N:27]=[C:26]([Cl:28])[CH:25]=[C:24]([Cl:29])[N:23]=1.C(=O)([O-])[O-].[K+].[K+].O. Product: [Si:1]([O:8][C:9]1[C:17]2[N:16]=[C:15]([CH:18]([F:19])[F:20])[N:14]([C:22]3[N:27]=[C:26]([Cl:28])[CH:25]=[C:24]([Cl:29])[N:23]=3)[C:13]=2[CH:12]=[CH:11][CH:10]=1)([C:4]([CH3:7])([CH3:5])[CH3:6])([CH3:3])[CH3:2]. The catalyst class is: 3. (8) Product: [F:8][C:9]([F:37])([F:38])[C:10]1[CH:11]=[C:12]([NH:20][C:21](=[O:36])[C:22]2[CH:27]=[CH:26][C:25]([C:28]3[CH:33]=[CH:32][CH:31]=[CH:30][CH:29]=3)=[CH:24][C:23]=2[OH:34])[CH:13]=[C:14]([C:16]([F:17])([F:18])[F:19])[CH:15]=1. The catalyst class is: 96. Reactant: B(Br)(Br)Br.ClCCl.[F:8][C:9]([F:38])([F:37])[C:10]1[CH:11]=[C:12]([NH:20][C:21](=[O:36])[C:22]2[CH:27]=[CH:26][C:25]([C:28]3[CH:33]=[CH:32][CH:31]=[CH:30][CH:29]=3)=[CH:24][C:23]=2[O:34]C)[CH:13]=[C:14]([C:16]([F:19])([F:18])[F:17])[CH:15]=1. (9) Reactant: [O:1]1[C:10]2[C:5](=[CH:6][CH:7]=[CH:8][CH:9]=2)[C:4](=O)[CH2:3][CH2:2]1. Product: [O:1]1[C:10]2[C:5](=[CH:6][CH:7]=[CH:8][CH:9]=2)[CH2:4][CH2:3][CH2:2]1. The catalyst class is: 565.